Dataset: Full USPTO retrosynthesis dataset with 1.9M reactions from patents (1976-2016). Task: Predict the reactants needed to synthesize the given product. (1) Given the product [N+:14]([C:7]1[CH:8]=[C:9]2[C:4](=[CH:5][CH:6]=1)[N:3]=[CH:2][C:11]([C:12]#[N:13])=[C:10]2[NH:28][C:27]1[CH:26]=[CH:25][C:24]([O:17][C:18]2[CH:23]=[CH:22][CH:21]=[CH:20][CH:19]=2)=[CH:30][CH:29]=1)([O-:16])=[O:15], predict the reactants needed to synthesize it. The reactants are: Cl[C:2]1[C:11]([C:12]#[N:13])=[CH:10][C:9]2[C:4](=[CH:5][CH:6]=[C:7]([N+:14]([O-:16])=[O:15])[CH:8]=2)[N:3]=1.[O:17]([C:24]1[CH:30]=[CH:29][C:27]([NH2:28])=[CH:26][CH:25]=1)[C:18]1[CH:23]=[CH:22][CH:21]=[CH:20][CH:19]=1.O. (2) Given the product [Cl:8][C:7]1[CH:6]=[CH:5][CH:4]=[C:3]([N+:9]([O-:11])=[O:10])[C:2]=1[NH:12][C:13]1[CH:18]=[CH:17][C:16]([CH2:19][CH2:20][OH:21])=[CH:15][CH:14]=1, predict the reactants needed to synthesize it. The reactants are: Cl[C:2]1[C:7]([Cl:8])=[CH:6][CH:5]=[CH:4][C:3]=1[N+:9]([O-:11])=[O:10].[NH2:12][C:13]1[CH:18]=[CH:17][C:16]([CH2:19][CH2:20][OH:21])=[CH:15][CH:14]=1. (3) Given the product [Br:1][C:2]1[CH:3]=[CH:4][C:5]2[CH:19]([CH:20]([CH3:22])[CH3:21])[NH:10][CH2:9][CH2:8][O:7][C:6]=2[CH:18]=1, predict the reactants needed to synthesize it. The reactants are: [Br:1][C:2]1[CH:3]=[CH:4][C:5]([C:19](=O)[CH:20]([CH3:22])[CH3:21])=[C:6]([CH:18]=1)[O:7][CH2:8][CH2:9][NH:10]C(=O)OC(C)(C)C.CO. (4) Given the product [OH:8][C:4]1[CH:3]=[C:2]([NH:1][S:27]([C:13]2[CH:14]=[CH:15][C:16]3[C:17]4[C:22](=[CH:21][C:20]([S:23]([NH:1][C:2]5[CH:7]=[CH:6][CH:5]=[C:4]([OH:8])[CH:3]=5)(=[O:25])=[O:24])=[CH:19][CH:18]=4)[C:10](=[O:9])[C:11]=3[CH:12]=2)(=[O:29])=[O:28])[CH:7]=[CH:6][CH:5]=1, predict the reactants needed to synthesize it. The reactants are: [NH2:1][C:2]1[CH:3]=[C:4]([OH:8])[CH:5]=[CH:6][CH:7]=1.[O:9]=[C:10]1[C:22]2[CH:21]=[C:20]([S:23](Cl)(=[O:25])=[O:24])[CH:19]=[CH:18][C:17]=2[C:16]2[C:11]1=[CH:12][C:13]([S:27](Cl)(=[O:29])=[O:28])=[CH:14][CH:15]=2. (5) Given the product [Cl:16][C:17]1[CH:24]=[CH:23][C:20]([CH2:21][NH:22][C:13]([C:3]2[CH:4]=[N:5][C:6]3[C:11]([C:2]=2[OH:1])=[CH:10][CH:9]=[C:8]([CH3:12])[N:7]=3)=[O:15])=[CH:19][CH:18]=1, predict the reactants needed to synthesize it. The reactants are: [OH:1][C:2]1[C:11]2[C:6](=[N:7][C:8]([CH3:12])=[CH:9][CH:10]=2)[N:5]=[CH:4][C:3]=1[C:13]([OH:15])=O.[Cl:16][C:17]1[CH:24]=[CH:23][C:20]([CH2:21][NH2:22])=[CH:19][CH:18]=1.P(Cl)(Cl)Cl. (6) Given the product [F:1][C:2]1[CH:3]=[C:4]([N:28]2[CH2:37][C:36]3[C:31](=[CH:32][CH:33]=[CH:34][CH:35]=3)[NH:30][C:29]2=[O:38])[CH:5]=[CH:6][C:7]=1[O:8][C:9]1[CH:14]=[CH:13][N:12]=[C:11]2[NH:15][N:16]=[C:17]([CH3:18])[C:10]=12, predict the reactants needed to synthesize it. The reactants are: [F:1][C:2]1[CH:3]=[C:4]([N:28]2[CH2:37][C:36]3[C:31](=[CH:32][CH:33]=[CH:34][CH:35]=3)[NH:30][C:29]2=[O:38])[CH:5]=[CH:6][C:7]=1[O:8][C:9]1[CH:14]=[CH:13][N:12]=[C:11]2[N:15](CC3C=CC(OC)=CC=3)[N:16]=[C:17]([CH3:18])[C:10]=12.FC(F)(F)C(O)=O. (7) Given the product [C:7]([C:9]1[CH:14]=[CH:13][C:12]([N:15]2[C:19]([C:20]([F:21])([F:22])[F:23])=[C:18]([C:24]([OH:26])=[O:25])[CH:17]=[N:16]2)=[CH:11][CH:10]=1)#[N:8], predict the reactants needed to synthesize it. The reactants are: C[Si](C)(C)[O-].[K+].[C:7]([C:9]1[CH:14]=[CH:13][C:12]([N:15]2[C:19]([C:20]([F:23])([F:22])[F:21])=[C:18]([C:24]([O:26]CC)=[O:25])[CH:17]=[N:16]2)=[CH:11][CH:10]=1)#[N:8]. (8) The reactants are: [OH:1][C:2]1[C:9]([CH3:10])=[CH:8][CH:7]=[CH:6][C:3]=1[CH:4]=[O:5].[H-].[Na+].Cl[CH2:14][O:15][CH3:16].[Cl-].[NH4+]. Given the product [CH3:14][O:15][CH2:16][O:1][C:2]1[C:9]([CH3:10])=[CH:8][CH:7]=[CH:6][C:3]=1[CH:4]=[O:5], predict the reactants needed to synthesize it.